Task: Predict which catalyst facilitates the given reaction.. Dataset: Catalyst prediction with 721,799 reactions and 888 catalyst types from USPTO Reactant: [Br:1][C:2]1[C:3]([F:11])=[C:4]([CH:7]=[C:8]([Cl:10])[CH:9]=1)[CH:5]=[O:6].C([OH:16])(C)(C)C.[O-][Mn](=O)(=O)=O.[K+]. Product: [Br:1][C:2]1[C:3]([F:11])=[C:4]([CH:7]=[C:8]([Cl:10])[CH:9]=1)[C:5]([OH:16])=[O:6]. The catalyst class is: 6.